From a dataset of Full USPTO retrosynthesis dataset with 1.9M reactions from patents (1976-2016). Predict the reactants needed to synthesize the given product. (1) Given the product [F:4][C:2]([C:5]1[O:9][C:8]([CH2:10][N:11]2[CH:15]=[C:14]([NH:16][C:23]([C:21]3[N:22]=[C:18]([CH3:17])[O:19][C:20]=3[C:26]3[CH:27]=[CH:28][CH:29]=[CH:30][CH:31]=3)=[O:24])[CH:13]=[N:12]2)=[CH:7][CH:6]=1)([F:1])[CH3:3], predict the reactants needed to synthesize it. The reactants are: [F:1][C:2]([C:5]1[O:9][C:8]([CH2:10][N:11]2[CH:15]=[C:14]([NH2:16])[CH:13]=[N:12]2)=[CH:7][CH:6]=1)([F:4])[CH3:3].[CH3:17][C:18]1[O:19][C:20]([C:26]2[CH:31]=[CH:30][CH:29]=[CH:28][CH:27]=2)=[C:21]([C:23](O)=[O:24])[N:22]=1. (2) Given the product [CH3:1][O:2][C:3](=[O:20])[C:4]1[CH:9]=[C:8]([F:10])[CH:7]=[C:6]([CH2:11][NH2:12])[CH:5]=1, predict the reactants needed to synthesize it. The reactants are: [CH3:1][O:2][C:3](=[O:20])[C:4]1[CH:9]=[C:8]([F:10])[CH:7]=[C:6]([CH2:11][NH:12]C(OC(C)(C)C)=O)[CH:5]=1.Cl.O1CCOCC1. (3) Given the product [C:38]([O:37][C:35]([N:34]1[CH:9]2[CH2:8][CH2:7][CH:6]1[CH:5]([C:3]([OH:4])=[O:2])[CH:10]2[NH:11][S:12]([C:15]1[CH:20]=[CH:19][C:18]([O:21][CH2:22][C:23]2[C:32]3[C:27](=[CH:28][CH:29]=[CH:30][CH:31]=3)[N:26]=[C:25]([CH3:33])[CH:24]=2)=[CH:17][CH:16]=1)(=[O:13])=[O:14])=[O:36])([CH3:41])([CH3:39])[CH3:40], predict the reactants needed to synthesize it. The reactants are: C[O:2][C:3]([CH:5]1[CH:10]([NH:11][S:12]([C:15]2[CH:20]=[CH:19][C:18]([O:21][CH2:22][C:23]3[C:32]4[C:27](=[CH:28][CH:29]=[CH:30][CH:31]=4)[N:26]=[C:25]([CH3:33])[CH:24]=3)=[CH:17][CH:16]=2)(=[O:14])=[O:13])[CH:9]2[N:34]([C:35]([O:37][C:38]([CH3:41])([CH3:40])[CH3:39])=[O:36])[CH:6]1[CH2:7][CH2:8]2)=[O:4].[OH-].[Li+].